From a dataset of Catalyst prediction with 721,799 reactions and 888 catalyst types from USPTO. Predict which catalyst facilitates the given reaction. (1) Reactant: [CH:1]1([C:4]2[N:8](C(OC(C)(C)C)=O)[C:7]3[CH:16]=[C:17]([C:29]4[C:30]([CH3:35])=[N:31][O:32][C:33]=4[CH3:34])[CH:18]=[C:19]([C:20](=[O:28])[C:21]4[CH:26]=[CH:25][CH:24]=[C:23]([CH3:27])[N:22]=4)[C:6]=3[N:5]=2)[CH2:3][CH2:2]1.[N:36]1[CH:41]=[CH:40][CH:39]=[CH:38][C:37]=1[Mg]Br. Product: [CH:1]1([C:4]2[NH:8][C:7]3[CH:16]=[C:17]([C:29]4[C:30]([CH3:35])=[N:31][O:32][C:33]=4[CH3:34])[CH:18]=[C:19]([C:20]([C:21]4[CH:26]=[CH:25][CH:24]=[C:23]([CH3:27])[N:22]=4)([C:37]4[CH:38]=[CH:39][CH:40]=[CH:41][N:36]=4)[OH:28])[C:6]=3[N:5]=2)[CH2:2][CH2:3]1. The catalyst class is: 1. (2) Reactant: [CH3:1][O:2][C:3](=[O:36])[C@@H:4]([NH:25][C:26](=[O:35])[C:27]1[CH:32]=[C:31]([Cl:33])[CH:30]=[CH:29][C:28]=1[NH2:34])[CH2:5][C:6]1[CH:11]=[CH:10][C:9]([C:12]2[CH:17]=[CH:16][C:15]([O:18][C:19]3[CH:24]=[CH:23][CH:22]=[CH:21][CH:20]=3)=[CH:14][CH:13]=2)=[CH:8][CH:7]=1.[CH3:37][O:38][C:39](=[O:46])[CH2:40][CH2:41][CH2:42][CH2:43][CH:44]=O.C(O)(=O)C.C(O[BH-](OC(=O)C)OC(=O)C)(=O)C.[Na+]. Product: [CH3:37][O:38][C:39](=[O:46])[CH2:40][CH2:41][CH2:42][CH2:43][CH2:44][NH:34][C:28]1[CH:29]=[CH:30][C:31]([Cl:33])=[CH:32][C:27]=1[C:26](=[O:35])[NH:25][C@H:4]([C:3]([O:2][CH3:1])=[O:36])[CH2:5][C:6]1[CH:7]=[CH:8][C:9]([C:12]2[CH:13]=[CH:14][C:15]([O:18][C:19]3[CH:24]=[CH:23][CH:22]=[CH:21][CH:20]=3)=[CH:16][CH:17]=2)=[CH:10][CH:11]=1. The catalyst class is: 26. (3) Reactant: [NH2:1][CH2:2][C:3]1[CH:8]=[CH:7][C:6]([CH2:9][N:10]2[CH2:15][CH2:14][N:13]([C:16]3[C:21]([C:22]([O:24][CH:25]([CH3:27])[CH3:26])=[O:23])=[CH:20][CH:19]=[CH:18][N:17]=3)[CH2:12][CH2:11]2)=[CH:5][CH:4]=1.[F:28][C:29]1[CH:37]=[CH:36][CH:35]=[CH:34][C:30]=1[C:31](O)=[O:32].CN(C(ON1N=NC2C=CC=NC1=2)=[N+](C)C)C.F[P-](F)(F)(F)(F)F.CCN(C(C)C)C(C)C. Product: [F:28][C:29]1[CH:37]=[CH:36][CH:35]=[CH:34][C:30]=1[C:31]([NH:1][CH2:2][C:3]1[CH:8]=[CH:7][C:6]([CH2:9][N:10]2[CH2:11][CH2:12][N:13]([C:16]3[C:21]([C:22]([O:24][CH:25]([CH3:27])[CH3:26])=[O:23])=[CH:20][CH:19]=[CH:18][N:17]=3)[CH2:14][CH2:15]2)=[CH:5][CH:4]=1)=[O:32]. The catalyst class is: 9.